From a dataset of Forward reaction prediction with 1.9M reactions from USPTO patents (1976-2016). Predict the product of the given reaction. (1) The product is: [Br:1][C:2]1[C:10]2[C:5](=[CH:6][CH:7]=[C:8]([C:11]3[N:26]=[CH:28][NH:20][N:13]=3)[CH:9]=2)[N:4]([CH:14]2[CH2:19][CH2:18][CH2:17][CH2:16][O:15]2)[N:3]=1. Given the reactants [Br:1][C:2]1[C:10]2[C:5](=[CH:6][CH:7]=[C:8]([C:11]([NH2:13])=O)[CH:9]=2)[N:4]([CH:14]2[CH2:19][CH2:18][CH2:17][CH2:16][O:15]2)[N:3]=1.[NH2:20]N.O.COC(OC)[N:26]([CH3:28])C, predict the reaction product. (2) Given the reactants C[O:2][C:3](=O)[C:4]1[CH:9]=[CH:8][C:7]([CH:10]2[CH2:12][CH2:11]2)=[C:6]([C:13]([F:16])([F:15])[F:14])[CH:5]=1.[BH4-].[Li+].Cl, predict the reaction product. The product is: [CH:10]1([C:7]2[CH:8]=[CH:9][C:4]([CH2:3][OH:2])=[CH:5][C:6]=2[C:13]([F:14])([F:15])[F:16])[CH2:12][CH2:11]1. (3) Given the reactants [Br:1][C:2]1[CH:3]=[C:4]([O:9][CH2:10][CH2:11][OH:12])[C:5]([Cl:8])=[N:6][CH:7]=1.C(N(CC)CC)C.[CH3:20][S:21](Cl)(=[O:23])=[O:22], predict the reaction product. The product is: [CH3:20][S:21]([O:12][CH2:11][CH2:10][O:9][C:4]1[C:5]([Cl:8])=[N:6][CH:7]=[C:2]([Br:1])[CH:3]=1)(=[O:23])=[O:22]. (4) Given the reactants [C:1]([O:5][C:6]([N:8]1[CH2:13][CH2:12][N:11]([C:14]2[O:15][C:16]3[C:17](=[C:19]([C:23](O)=[O:24])[CH:20]=[CH:21][CH:22]=3)[N:18]=2)[CH2:10][CH2:9]1)=[O:7])([CH3:4])([CH3:3])[CH3:2].Cl.Cl.[NH2:28][C@H:29]1[CH:34]2[CH2:35][CH2:36][N:31]([CH2:32][CH2:33]2)[CH2:30]1, predict the reaction product. The product is: [N:31]12[CH2:30][CH:29]([NH:28][C:23]([C:19]3[C:17]4[N:18]=[C:14]([N:11]5[CH2:10][CH2:9][N:8]([C:6]([O:5][C:1]([CH3:3])([CH3:2])[CH3:4])=[O:7])[CH2:13][CH2:12]5)[O:15][C:16]=4[CH:22]=[CH:21][CH:20]=3)=[O:24])[CH:34]([CH2:35][CH2:36]1)[CH2:33][CH2:32]2. (5) Given the reactants [Cl:1][C:2]1[CH:7]=[CH:6][C:5]([C:8]2[CH:13]=[CH:12][C:11]([CH:14]([C:29]3([OH:35])[CH2:34][CH2:33][CH2:32][CH2:31][CH2:30]3)[CH2:15][N:16]3[CH2:21][CH2:20][N:19](C(OC(C)(C)C)=O)[CH2:18][CH2:17]3)=[CH:10][CH:9]=2)=[CH:4][CH:3]=1.BrC1C=CC(C(C2(O)CCCCC2)CN2CCN(C(OC(C)(C)C)=O)CC2)=CC=1.[Cl:65]C1C=CC(B(O)O)=CC=1, predict the reaction product. The product is: [ClH:1].[ClH:65].[Cl:1][C:2]1[CH:7]=[CH:6][C:5]([C:8]2[CH:9]=[CH:10][C:11]([CH:14]([C:29]3([OH:35])[CH2:30][CH2:31][CH2:32][CH2:33][CH2:34]3)[CH2:15][N:16]3[CH2:17][CH2:18][NH:19][CH2:20][CH2:21]3)=[CH:12][CH:13]=2)=[CH:4][CH:3]=1. (6) Given the reactants [NH2:1][C:2]1[C:11]([Cl:12])=[CH:10][CH:9]=[C:8]2[C:3]=1[CH:4]=[CH:5][N:6]([C@H:14]([CH3:18])[C:15]([NH2:17])=[O:16])[C:7]2=[O:13].CN(C)C=O.C(N(CC)C(C)C)(C)C.F[P-](F)(F)(F)(F)F.C[N+](C)=C(N(C)C)ON1C2N=CC=CC=2N=N1.[F:57][C:58]([F:70])([F:69])[C:59]1[CH:64]=[CH:63][C:62]([CH2:65][C:66](O)=[O:67])=[CH:61][CH:60]=1, predict the reaction product. The product is: [Cl:12][C:11]1[C:2]([NH:1][C:66](=[O:67])[CH2:65][C:62]2[CH:61]=[CH:60][C:59]([C:58]([F:69])([F:57])[F:70])=[CH:64][CH:63]=2)=[C:3]2[C:8](=[CH:9][CH:10]=1)[C:7](=[O:13])[N:6]([C@H:14]([CH3:18])[C:15]([NH2:17])=[O:16])[CH:5]=[CH:4]2. (7) Given the reactants [CH3:1][N:2]1[C:10]2[C@@:9]3([CH3:14])[C:11]([CH3:13])([CH3:12])[C@H:6]([CH2:7][CH2:8]3)[C:5]=2[C:4](=[O:15])[NH:3]1.Br[CH2:17][C:18]1[CH:27]=[CH:26][C:21]([C:22]([O:24][CH3:25])=[O:23])=[CH:20][CH:19]=1, predict the reaction product. The product is: [CH3:25][O:24][C:22](=[O:23])[C:21]1[CH:26]=[CH:27][C:18]([CH2:17][N:3]2[C:4](=[O:15])[C:5]3[C@@H:6]4[C:11]([CH3:12])([CH3:13])[C@@:9]([CH3:14])([CH2:8][CH2:7]4)[C:10]=3[N:2]2[CH3:1])=[CH:19][CH:20]=1. (8) Given the reactants C(O[C:4]([C:6]1[C:11](=[O:12])[N:10]([CH2:13][CH2:14][CH:15]([CH3:17])[CH3:16])[N:9]2[CH:18]=[CH:19][CH:20]=[C:8]2[C:7]=1[OH:21])=O)C.[NH2:22][C:23]1[CH:28]=[CH:27][C:26]([O:29][CH3:30])=[CH:25][C:24]=1[S:31]([NH2:34])(=[O:33])=[O:32], predict the reaction product. The product is: [OH:21][C:7]1[C:8]2[N:9]([CH:18]=[CH:19][CH:20]=2)[N:10]([CH2:13][CH2:14][CH:15]([CH3:16])[CH3:17])[C:11](=[O:12])[C:6]=1[C:4]1[NH:22][C:23]2[CH:28]=[CH:27][C:26]([O:29][CH3:30])=[CH:25][C:24]=2[S:31](=[O:32])(=[O:33])[N:34]=1. (9) Given the reactants Cl[C:2]1[C:11]2[C:6](=[C:7]([N:12]3[CH:16]=[CH:15][CH:14]=[CH:13]3)[CH:8]=[CH:9][CH:10]=2)[CH:5]=[CH:4][N:3]=1.[CH3:17][C:18]1[C:23]([O:24][C:25]2[N:30]=[CH:29][C:28]([NH2:31])=[CH:27][CH:26]=2)=[CH:22][CH:21]=[CH:20][N:19]=1.C(=O)([O-])[O-].[K+].[K+], predict the reaction product. The product is: [CH3:17][C:18]1[C:23]([O:24][C:25]2[N:30]=[CH:29][C:28]([NH:31][C:2]3[C:11]4[C:6](=[C:7]([N:12]5[CH:16]=[CH:15][CH:14]=[CH:13]5)[CH:8]=[CH:9][CH:10]=4)[CH:5]=[CH:4][N:3]=3)=[CH:27][CH:26]=2)=[CH:22][CH:21]=[CH:20][N:19]=1.